The task is: Predict the reactants needed to synthesize the given product.. This data is from Full USPTO retrosynthesis dataset with 1.9M reactions from patents (1976-2016). Given the product [F:16][C:13]1[CH:14]=[CH:15][C:10]([C@@H:8]([NH:7][C:5]2[S:6][C:2]([C:19]3[CH:24]=[CH:23][C:22]([C:25]4([C:28]#[N:29])[CH2:26][CH2:27]4)=[CH:21][CH:20]=3)([CH3:1])[C:3](=[O:17])[N:4]=2)[CH3:9])=[CH:11][CH:12]=1, predict the reactants needed to synthesize it. The reactants are: [CH3:1][CH:2]1[S:6][C:5]([NH:7][C@H:8]([C:10]2[CH:15]=[CH:14][C:13]([F:16])=[CH:12][CH:11]=2)[CH3:9])=[N:4][C:3]1=[O:17].Br[C:19]1[CH:24]=[CH:23][C:22]([C:25]2([C:28]#[N:29])[CH2:27][CH2:26]2)=[CH:21][CH:20]=1.CC1(C2C=CC(C#N)=CC=2)SC(N[C@H](C2C=CC=CC=2C(F)(F)F)C)=NC1=O.